This data is from Reaction yield outcomes from USPTO patents with 853,638 reactions. The task is: Predict the reaction yield, written as a fraction of the theoretical maximum amount of product (1.0 means a 100% yield; for example, 0.34 means a 34% yield). (1) The reactants are [CH3:1][O:2][C:3]1[CH:4]=[C:5]([NH2:15])[CH:6]=[CH:7][C:8]=1[N:9]1[CH:13]=[C:12]([CH3:14])[N:11]=[CH:10]1.C(N(CC)CC)C.[N:23]1[C:30]([Cl:31])=[N:29][C:27](Cl)=[N:26][C:24]=1[Cl:25]. The catalyst is CO. The product is [Cl:25][C:24]1[N:23]=[C:30]([Cl:31])[N:29]=[C:27]([NH:15][C:5]2[CH:6]=[CH:7][C:8]([N:9]3[CH:13]=[C:12]([CH3:14])[N:11]=[CH:10]3)=[C:3]([O:2][CH3:1])[CH:4]=2)[N:26]=1. The yield is 0.650. (2) The reactants are O=[C:2]1[CH2:7][CH2:6][N:5]([C:8]2[CH:13]=[CH:12][C:11]([N:14]3[CH2:18][C@H:17]([CH2:19][NH:20][C:21](=[O:23])[CH3:22])[O:16][C:15]3=[O:24])=[CH:10][C:9]=2[F:25])[CH2:4][CH2:3]1.[C-:26]#[N:27].[Na+].[N+:29]([C:32]1[CH:38]=[CH:37][C:35]([NH2:36])=[CH:34][CH:33]=1)([O-:31])=[O:30]. No catalyst specified. The product is [N+:29]([C:32]1[CH:38]=[CH:37][C:35]([NH:36][C:2]2([C:26]#[N:27])[CH2:7][CH2:6][N:5]([C:8]3[CH:13]=[CH:12][C:11]([N:14]4[CH2:18][C@H:17]([CH2:19][NH:20][C:21](=[O:23])[CH3:22])[O:16][C:15]4=[O:24])=[CH:10][C:9]=3[F:25])[CH2:4][CH2:3]2)=[CH:34][CH:33]=1)([O-:31])=[O:30]. The yield is 0.610. (3) The reactants are [Cl:1][C:2]1[C:7]([Cl:8])=[CH:6][C:5]([CH:9]([NH:11]C(=O)OCC2C=CC=CC=2)[CH3:10])=[C:4]([O:22][CH3:23])[C:3]=1[CH:24]1[CH2:27][N:26]([CH2:28][C:29]([F:32])([F:31])[F:30])[CH2:25]1.[ClH:33].O. The catalyst is CO. The product is [ClH:1].[ClH:33].[Cl:1][C:2]1[C:7]([Cl:8])=[CH:6][C:5]([CH:9]([NH2:11])[CH3:10])=[C:4]([O:22][CH3:23])[C:3]=1[CH:24]1[CH2:25][N:26]([CH2:28][C:29]([F:30])([F:32])[F:31])[CH2:27]1. The yield is 0.990. (4) The reactants are Cl[C:2]1[CH:3]=[CH:4][C:5]2[C:14]3[CH:13]=[C:12]4[CH2:15][CH2:16][CH2:17][C:18](=[O:19])[C:11]4=[CH:10][C:9]=3[O:8][CH2:7][C:6]=2[CH:20]=1.[CH:21]([B-](F)(F)F)=[CH2:22].[K+].COC1C=CC=C(OC)C=1C1C=CC=CC=1P(C1CCCCC1)C1CCCCC1.C([O-])([O-])=O.[K+].[K+]. The catalyst is CC([O-])=O.CC([O-])=O.[Pd+2].C(O)CC. The product is [CH:21]([C:2]1[CH:3]=[CH:4][C:5]2[C:14]3[CH:13]=[C:12]4[CH2:15][CH2:16][CH2:17][C:18](=[O:19])[C:11]4=[CH:10][C:9]=3[O:8][CH2:7][C:6]=2[CH:20]=1)=[CH2:22]. The yield is 0.870. (5) The reactants are [CH3:1][C:2](C)([O-])C.[K+].[C:7]([NH:10][O:11][CH2:12][CH3:13])(=[O:9])[CH3:8].Cl[C:15]1[C:24]2[C:19](=[CH:20][CH:21]=[CH:22][CH:23]=2)C=C[N:16]=1. The catalyst is CN(C)C=O. The product is [C:12]1([O:11]/[N:10]=[C:7](/[O:9][CH2:1][CH3:2])\[CH3:8])[C:13]2[C:23](=[CH:22][CH:21]=[CH:20][CH:19]=2)[CH:24]=[CH:15][N:16]=1. The yield is 0.890. (6) The reactants are Cl.[NH2:2][C@@H:3]1[C:11]2[C:6](=[C:7]([C:12]3[S:16][C:15]([C:17]4[CH:18]=[CH:19][C:20]([O:25][CH:26]([CH3:28])[CH3:27])=[C:21]([CH:24]=4)[C:22]#[N:23])=[N:14][N:13]=3)[CH:8]=[CH:9][CH:10]=2)[CH2:5][CH2:4]1.[CH3:29][S:30](Cl)(=[O:32])=[O:31]. The catalyst is C(Cl)Cl. The product is [C:22]([C:21]1[CH:24]=[C:17]([C:15]2[S:16][C:12]([C:7]3[CH:8]=[CH:9][CH:10]=[C:11]4[C:6]=3[CH2:5][CH2:4][C@@H:3]4[NH:2][S:30]([CH3:29])(=[O:32])=[O:31])=[N:13][N:14]=2)[CH:18]=[CH:19][C:20]=1[O:25][CH:26]([CH3:28])[CH3:27])#[N:23]. The yield is 0.550. (7) The reactants are C1([NH:7][C:8]([C:10]2[C:11](=[O:31])[N:12]([CH2:22][C:23]3[CH:28]=[CH:27][C:26]([O:29][CH3:30])=[CH:25][CH:24]=3)[C:13]3[C:18]([C:19]=2O)=[CH:17][C:16]([F:21])=[CH:15][N:14]=3)=O)CCCCC1.C(N(CC)CC)C.O=P(Cl)(Cl)[Cl:41]. No catalyst specified. The product is [Cl:41][C:19]1[C:18]2[C:13](=[N:14][CH:15]=[C:16]([F:21])[CH:17]=2)[N:12]([CH2:22][C:23]2[CH:28]=[CH:27][C:26]([O:29][CH3:30])=[CH:25][CH:24]=2)[C:11](=[O:31])[C:10]=1[C:8]#[N:7]. The yield is 0.690.